Dataset: Forward reaction prediction with 1.9M reactions from USPTO patents (1976-2016). Task: Predict the product of the given reaction. (1) Given the reactants [NH2:1][C@H:2]1[CH2:6][CH2:5][C@@H:4]([C:7]([O:9][CH3:10])=[O:8])[CH2:3]1.[C:11](=[O:14])([O-])[O-:12].[K+].[K+], predict the reaction product. The product is: [CH3:10][O:9][C:7]([C@@H:4]1[CH2:5][CH2:6][C@H:2]([NH:1][C:11](=[O:14])[O:12][C:4]([CH3:7])([CH3:5])[CH3:3])[CH2:3]1)=[O:8]. (2) Given the reactants [F:1][C:2]1([F:14])[C:10]2[C:5](=[CH:6][CH:7]=[CH:8][CH:9]=2)[C:4](=[O:11])[C:3]1([CH3:13])[CH3:12].[BH4-].[Na+], predict the reaction product. The product is: [F:1][C:2]1([F:14])[C:10]2[C:5](=[CH:6][CH:7]=[CH:8][CH:9]=2)[CH:4]([OH:11])[C:3]1([CH3:12])[CH3:13]. (3) The product is: [CH3:13][O:12][C:1]([C:2]1[CH:3]=[C:4]([OH:5])[C:6]2[O:7][C:15]([CH3:17])([CH3:14])[O:9][C:8]=2[CH:10]=1)=[O:11]. Given the reactants [C:1]([O:12][CH3:13])(=[O:11])[C:2]1[CH:10]=[C:8]([OH:9])[C:6]([OH:7])=[C:4]([OH:5])[CH:3]=1.[CH3:14][C:15]([CH3:17])=O, predict the reaction product. (4) Given the reactants [CH2:1]([C:8]1[CH:9]=[N:10][C:11]2[C:16]([C:17]=1[C:18]1[CH:19]=[C:20]([NH2:24])[CH:21]=[CH:22][CH:23]=1)=[CH:15][CH:14]=[CH:13][C:12]=2[C:25]([F:28])([F:27])[F:26])[C:2]1[CH:7]=[CH:6][CH:5]=[CH:4][CH:3]=1.[O-:29][N+:30]1[CH:35]=[CH:34][C:33]([C:36]2C=CC=CC=2C=O)=[CH:32][CH:31]=1, predict the reaction product. The product is: [CH2:1]([C:8]1[CH:9]=[N:10][C:11]2[C:16]([C:17]=1[C:18]1[CH:19]=[C:20]([NH:24][CH2:36][C:33]3[CH:34]=[CH:35][N+:30]([O-:29])=[CH:31][CH:32]=3)[CH:21]=[CH:22][CH:23]=1)=[CH:15][CH:14]=[CH:13][C:12]=2[C:25]([F:28])([F:26])[F:27])[C:2]1[CH:3]=[CH:4][CH:5]=[CH:6][CH:7]=1. (5) Given the reactants [OH:1][C@@H:2]([C:17]1[CH:22]=[CH:21][CH:20]=[C:19]([OH:23])[CH:18]=1)[C@H:3]([CH3:16])[CH2:4][N:5]1[C:13](=[O:14])[C:12]2[C:7](=[CH:8][CH:9]=[CH:10][CH:11]=2)[C:6]1=[O:15].CS(O[CH2:29][CH:30]([CH2:34][CH2:35][CH3:36])[CH2:31][CH2:32][CH3:33])(=O)=O, predict the reaction product. The product is: [OH:1][C@@H:2]([C:17]1[CH:22]=[CH:21][CH:20]=[C:19]([O:23][CH2:29][CH:30]([CH2:34][CH2:35][CH3:36])[CH2:31][CH2:32][CH3:33])[CH:18]=1)[C@H:3]([CH3:16])[CH2:4][N:5]1[C:13](=[O:14])[C:12]2[C:7](=[CH:8][CH:9]=[CH:10][CH:11]=2)[C:6]1=[O:15]. (6) Given the reactants [CH2:1]([O:3][C:4]([N:6]1[C:14]2[C:9](=[CH:10][CH:11]=[C:12]([Cl:15])[CH:13]=2)/[C:8](=[CH:16]/[C:17]2[CH:22]=[CH:21][CH:20]=[C:19]([Cl:23])[CH:18]=2)/[C:7]1=[O:24])=[O:5])[CH3:2].[Br:25][C:26]1[CH:31]=[CH:30][CH:29]=[CH:28][C:27]=1[CH:32]=[N:33][C:34]([O:36][Si](C)(C)C)=[CH2:35], predict the reaction product. The product is: [CH2:1]([O:3][C:4]([N:6]1[C:14]2[C:9](=[CH:10][CH:11]=[C:12]([Cl:15])[CH:13]=2)[C:8]2([CH:16]([C:17]3[CH:22]=[CH:21][CH:20]=[C:19]([Cl:23])[CH:18]=3)[CH2:35][C:34](=[O:36])[NH:33][CH:32]2[C:27]2[CH:28]=[CH:29][CH:30]=[CH:31][C:26]=2[Br:25])[C:7]1=[O:24])=[O:5])[CH3:2]. (7) The product is: [CH3:19][O:18][C:15]1[CH:16]=[C:17]2[C:12](=[CH:13][C:14]=1[O:20][CH3:21])[N:11]=[N:10][CH:9]=[C:8]2[C:5]1[CH:4]=[C:3]([CH3:22])[C:2]([N:32]2[CH2:33][CH2:34][C:29]([C:24]3[CH:25]=[CH:26][CH:27]=[CH:28][N:23]=3)([OH:35])[CH2:30][CH2:31]2)=[N:7][CH:6]=1. Given the reactants F[C:2]1[N:7]=[CH:6][C:5]([C:8]2[C:17]3[C:12](=[CH:13][C:14]([O:20][CH3:21])=[C:15]([O:18][CH3:19])[CH:16]=3)[N:11]=[N:10][CH:9]=2)=[CH:4][C:3]=1[CH3:22].[N:23]1[CH:28]=[CH:27][CH:26]=[CH:25][C:24]=1[C:29]1([OH:35])[CH2:34][CH2:33][NH:32][CH2:31][CH2:30]1, predict the reaction product. (8) The product is: [Cl:1][C:2]1[CH:3]=[CH:4][C:5]2[N:6]([N:8]=[C:9]([N:11]3[CH2:15][CH2:14][CH2:13][CH2:12]3)[CH:10]=2)[C:7]=1[Si:22]([CH3:24])([CH3:23])[CH3:21]. Given the reactants [Cl:1][C:2]1[CH:3]=[CH:4][C:5]2[N:6]([N:8]=[C:9]([N:11]3[CH2:15][CH2:14][CH2:13][CH2:12]3)[CH:10]=2)[CH:7]=1.C([Li])CCC.[CH3:21][Si:22](Cl)([CH3:24])[CH3:23].[Cl-].[NH4+], predict the reaction product. (9) Given the reactants [CH2:1]([C:3]([C:21]1[CH:26]=[CH:25][C:24]([OH:27])=[C:23]([CH3:28])[CH:22]=1)([C:6]1[CH:11]=[CH:10][C:9]([CH2:12][CH2:13][CH:14]([OH:19])[C:15]([CH3:18])([CH3:17])[CH3:16])=[C:8]([CH3:20])[CH:7]=1)[CH2:4][CH3:5])[CH3:2].C([O-])([O-])=O.[K+].[K+].Br[CH2:36][CH2:37][CH2:38][N:39]1[C:43](=[O:44])[C:42]2=[CH:45][CH:46]=[CH:47][CH:48]=[C:41]2[C:40]1=[O:49], predict the reaction product. The product is: [CH2:1]([C:3]([C:21]1[CH:26]=[CH:25][C:24]([O:27][CH2:36][CH2:37][CH2:38][N:39]2[C:43](=[O:44])[C:42]3[C:41](=[CH:48][CH:47]=[CH:46][CH:45]=3)[C:40]2=[O:49])=[C:23]([CH3:28])[CH:22]=1)([C:6]1[CH:11]=[CH:10][C:9]([CH2:12][CH2:13][CH:14]([OH:19])[C:15]([CH3:17])([CH3:18])[CH3:16])=[C:8]([CH3:20])[CH:7]=1)[CH2:4][CH3:5])[CH3:2]. (10) The product is: [CH:1]1([C:4]2[CH:5]=[C:6]3[C:10](=[C:11]([CH:13]([O:15][CH2:16][C:17]4([C:30]5[CH:31]=[CH:32][C:33]([F:36])=[CH:34][CH:35]=5)[CH2:22][CH2:21][NH:20][CH2:19][CH2:18]4)[CH3:14])[CH:12]=2)[NH:9][N:8]=[CH:7]3)[CH2:3][CH2:2]1. Given the reactants [CH:1]1([C:4]2[CH:5]=[C:6]3[C:10](=[C:11]([CH:13]([O:15][CH2:16][C:17]4([C:30]5[CH:35]=[CH:34][C:33]([F:36])=[CH:32][CH:31]=5)[CH2:22][CH2:21][N:20](C(OC(C)(C)C)=O)[CH2:19][CH2:18]4)[CH3:14])[CH:12]=2)[NH:9][N:8]=[CH:7]3)[CH2:3][CH2:2]1, predict the reaction product.